From a dataset of Forward reaction prediction with 1.9M reactions from USPTO patents (1976-2016). Predict the product of the given reaction. (1) The product is: [C:28]([C:18]1[C:17](=[O:34])[C:16]2[C:21](=[CH:22][C:13]([NH:12][CH:6]3[CH2:7][CH2:8][CH2:9][CH2:10][CH2:11]3)=[C:14]([F:35])[CH:15]=2)[N:20]([CH:23]2[CH2:27][CH2:26][CH2:25][CH2:24]2)[CH:19]=1)(=[O:29])[CH3:1]. Given the reactants [CH2:1]1COCC1.[CH:6]1([NH:12][C:13]2[CH:22]=[C:21]3[C:16]([C:17](=[O:34])[C:18]([C:28](N(OC)C)=[O:29])=[CH:19][N:20]3[CH:23]3[CH2:27][CH2:26][CH2:25][CH2:24]3)=[CH:15][C:14]=2[F:35])[CH2:11][CH2:10][CH2:9][CH2:8][CH2:7]1, predict the reaction product. (2) Given the reactants [O:1]=[C:2]([C:18]1[CH:23]=[CH:22][CH:21]=[CH:20][C:19]=1[NH:24][C:25]1[CH:30]=[CH:29][CH:28]=[CH:27][CH:26]=1)[CH2:3][CH2:4][CH:5]1[CH2:10][CH2:9][N:8]([C:11]([O:13][C:14]([CH3:17])([CH3:16])[CH3:15])=[O:12])[CH2:7][CH2:6]1.[C:31](Cl)(=[O:35])[C:32](Cl)=[O:33].[CH3:37][NH2:38], predict the reaction product. The product is: [CH3:37][NH:38][C:31](=[O:35])[C:32]([N:24]([C:19]1[CH:20]=[CH:21][CH:22]=[CH:23][C:18]=1[C:2](=[O:1])[CH2:3][CH2:4][CH:5]1[CH2:10][CH2:9][N:8]([C:11]([O:13][C:14]([CH3:17])([CH3:15])[CH3:16])=[O:12])[CH2:7][CH2:6]1)[C:25]1[CH:30]=[CH:29][CH:28]=[CH:27][CH:26]=1)=[O:33]. (3) Given the reactants [Cl:1][C:2]1[CH:7]=[CH:6][C:5]([CH:8]([C:15]2[C:23]3[C:18](=[C:19]([CH2:25][S:26][CH3:27])[CH:20]=[C:21]([F:24])[CH:22]=3)[NH:17][CH:16]=2)[CH2:9][C:10](OCC)=[O:11])=[C:4]([CH3:28])[CH:3]=1.[H-].[Al+3].[Li+].[H-].[H-].[H-].Cl, predict the reaction product. The product is: [Cl:1][C:2]1[CH:7]=[CH:6][C:5]([CH:8]([C:15]2[C:23]3[C:18](=[C:19]([CH2:25][S:26][CH3:27])[CH:20]=[C:21]([F:24])[CH:22]=3)[NH:17][CH:16]=2)[CH2:9][CH2:10][OH:11])=[C:4]([CH3:28])[CH:3]=1. (4) Given the reactants [CH3:1][O:2][C:3]1[CH:4]=[C:5]2[O:9][C:8]([C:10]3[N:11]=[C:12]4[N:16]([CH:17]=3)[N:15]=[C:14]([S:18][CH3:19])[S:13]4)=[N:7][C:6]2=[C:20]([OH:22])[CH:21]=1.[CH2:23](Br)[C:24]1[CH:29]=[CH:28][CH:27]=[CH:26][CH:25]=1.C([O-])([O-])=O.[K+].[K+], predict the reaction product. The product is: [CH2:23]([O:22][C:20]1[C:6]2[N:7]=[C:8]([C:10]3[N:11]=[C:12]4[N:16]([CH:17]=3)[N:15]=[C:14]([S:18][CH3:19])[S:13]4)[O:9][C:5]=2[CH:4]=[C:3]([O:2][CH3:1])[CH:21]=1)[C:24]1[CH:29]=[CH:28][CH:27]=[CH:26][CH:25]=1. (5) Given the reactants [Br:1][C:2]1[CH:3]=[C:4]2[C:8](=[CH:9][CH:10]=1)[C@@H:7]([N:11]1[C:15]3=[N:16][C:17](Br)=[CH:18][C:19]([CH3:20])=[C:14]3[N:13]=[C:12]1[CH2:22][CH3:23])[CH2:6][CH2:5]2.[C-]#N.[K+].[Cu][C:28]#[N:29].Cl, predict the reaction product. The product is: [Br:1][C:2]1[CH:3]=[C:4]2[C:8](=[CH:9][CH:10]=1)[C@@H:7]([N:11]1[C:15]3=[N:16][C:17]([C:28]#[N:29])=[CH:18][C:19]([CH3:20])=[C:14]3[N:13]=[C:12]1[CH2:22][CH3:23])[CH2:6][CH2:5]2. (6) The product is: [C:24]([C:21]1[CH:20]=[CH:19][C:18]([N:9]2[CH:8]=[N:7][C:6]3[C:10]2=[N:11][C:12]([C:14]([F:17])([F:15])[F:16])=[N:13][C:5]=3[NH:4][CH:1]2[CH2:3][CH2:2]2)=[CH:23][CH:22]=1)([OH:26])=[O:25]. Given the reactants [CH:1]1([NH:4][C:5]2[N:13]=[C:12]([C:14]([F:17])([F:16])[F:15])[N:11]=[C:10]3[C:6]=2[N:7]=[CH:8][N:9]3[C:18]2[CH:23]=[CH:22][C:21]([C:24]([O:26]C)=[O:25])=[CH:20][CH:19]=2)[CH2:3][CH2:2]1.[OH-].[K+].FC(F)(F)C(O)=O, predict the reaction product.